From a dataset of Catalyst prediction with 721,799 reactions and 888 catalyst types from USPTO. Predict which catalyst facilitates the given reaction. (1) Reactant: [CH3:1][C:2]1[N:7]=[C:6]2[S:8][C:9]3[CH2:13][CH2:12][CH2:11][C:10]=3[C:5]2=[C:4]([C:14]2[CH:19]=[CH:18][C:17]([CH3:20])=[CH:16][CH:15]=2)[C:3]=1[CH2:21][C:22]([O:24][CH3:25])=[O:23].[Li+].C[Si]([N-][Si](C)(C)C)(C)C.C1COCC1.Cl[CH2:42][O:43][CH2:44][C:45]1[CH:50]=[CH:49][CH:48]=[CH:47][CH:46]=1.[I-].[K+].[Cl-].[NH4+]. Product: [CH3:1][C:2]1[N:7]=[C:6]2[S:8][C:9]3[CH2:13][CH2:12][CH2:11][C:10]=3[C:5]2=[C:4]([C:14]2[CH:19]=[CH:18][C:17]([CH3:20])=[CH:16][CH:15]=2)[C:3]=1[CH:21]([CH2:42][O:43][CH2:44][C:45]1[CH:50]=[CH:49][CH:48]=[CH:47][CH:46]=1)[C:22]([O:24][CH3:25])=[O:23]. The catalyst class is: 3. (2) Reactant: [F:1][C@@H:2]1[CH2:19][C@@:17]2([CH3:18])[C@@H:13]([CH2:14][CH2:15][C:16]2=[O:20])[C@H:12]2[C@H:3]1[C:4]1[CH:5]=[CH:6][C:7]([OH:28])=[CH:8][C:9]=1[CH2:10][C@H:11]2[CH2:21][CH2:22][CH2:23][CH2:24][CH2:25][NH:26][CH3:27].[F:29][C:30]([F:44])([F:43])[C:31]([F:42])([F:41])[C:32]([F:40])([F:39])[C:33]([F:38])([F:37])[CH:34](I)[CH3:35]. Product: [F:1][C@H:2]1[CH2:19][C@@:17]2([CH3:18])[C@@H:13]([CH2:14][CH2:15][C:16]2=[O:20])[C@H:12]2[C@H:3]1[C:4]1[CH:5]=[CH:6][C:7]([OH:28])=[CH:8][C:9]=1[CH2:10][C@H:11]2[CH2:21][CH2:22][CH2:23][CH2:24][CH2:25][N:26]([CH3:27])[CH2:35][CH2:34][C:33]([F:38])([F:37])[C:32]([F:40])([F:39])[C:31]([F:42])([F:41])[C:30]([F:44])([F:43])[F:29]. The catalyst class is: 60.